From a dataset of Forward reaction prediction with 1.9M reactions from USPTO patents (1976-2016). Predict the product of the given reaction. Given the reactants [N+:1]([C:4]1[CH:38]=[CH:37][C:7]([C:8]([O:10][C@H:11]2[CH2:15][C@H:14]([C:16]3[C:20]4[N:21]=[CH:22][N:23]=[C:24]([NH:25][C@@H:26]5[C:34]6[C:29](=[CH:30][CH:31]=[CH:32][CH:33]=6)[CH2:28][CH2:27]5)[C:19]=4[O:18][CH:17]=3)[CH2:13][C@H:12]2[CH2:35][OH:36])=[O:9])=[CH:6][CH:5]=1)([O-:3])=[O:2].C(N(CC)C(C)C)(C)C.[S:48](Cl)(=[O:51])(=[O:50])[NH2:49], predict the reaction product. The product is: [N+:1]([C:4]1[CH:5]=[CH:6][C:7]([C:8]([O:10][C@H:11]2[CH2:15][C@H:14]([C:16]3[C:20]4[N:21]=[CH:22][N:23]=[C:24]([NH:25][C@@H:26]5[C:34]6[C:29](=[CH:30][CH:31]=[CH:32][CH:33]=6)[CH2:28][CH2:27]5)[C:19]=4[O:18][CH:17]=3)[CH2:13][C@H:12]2[CH2:35][O:36][S:48](=[O:51])(=[O:50])[NH2:49])=[O:9])=[CH:37][CH:38]=1)([O-:3])=[O:2].